Predict the reaction yield, written as a fraction of the theoretical maximum amount of product (1.0 means a 100% yield; for example, 0.34 means a 34% yield). From a dataset of Reaction yield outcomes from USPTO patents with 853,638 reactions. (1) The reactants are [CH2:1]([C:3]1([C:33]([O:35]CC)=[O:34])[CH2:8][CH2:7][N:6]([C:9]2[N:14]=[CH:13][C:12]([C:15]3[CH:16]=[C:17]([CH2:30][O:31][CH3:32])[C:18]4[S:22][C:21]([NH:23][C:24](=[O:28])[NH:25][CH2:26][CH3:27])=[N:20][C:19]=4[CH:29]=3)=[CH:11][N:10]=2)[CH2:5][CH2:4]1)[CH3:2].[OH-].[Na+]. The catalyst is CCO.O. The product is [CH2:1]([C:3]1([C:33]([OH:35])=[O:34])[CH2:8][CH2:7][N:6]([C:9]2[N:10]=[CH:11][C:12]([C:15]3[CH:16]=[C:17]([CH2:30][O:31][CH3:32])[C:18]4[S:22][C:21]([NH:23][C:24](=[O:28])[NH:25][CH2:26][CH3:27])=[N:20][C:19]=4[CH:29]=3)=[CH:13][N:14]=2)[CH2:5][CH2:4]1)[CH3:2]. The yield is 0.640. (2) The reactants are [CH3:1][C:2]1[NH:3][C:4](=[O:26])[C:5]([CH2:11][C:12]2[CH:17]=[CH:16][C:15]([C:18]3[C:19]([C:24]#[N:25])=[CH:20][CH:21]=[CH:22][CH:23]=3)=[CH:14][CH:13]=2)=[C:6]([CH2:8][CH2:9][CH3:10])[N:7]=1.N(C(N1CCCCC1)=O)=NC(N1CCCCC1)=O.C(P(CCCC)CCCC)CCC.[CH3:58][N:59]1[C:67]2[C:62](=[CH:63][CH:64]=[CH:65][CH:66]=2)[C:61]([CH2:68]O)=[N:60]1. The catalyst is O1CCCC1. The product is [CH3:1][C:2]1[N:3]([CH2:68][C:61]2[C:62]3[C:67](=[CH:66][CH:65]=[CH:64][CH:63]=3)[N:59]([CH3:58])[N:60]=2)[C:4](=[O:26])[C:5]([CH2:11][C:12]2[CH:17]=[CH:16][C:15]([C:18]3[C:19]([C:24]#[N:25])=[CH:20][CH:21]=[CH:22][CH:23]=3)=[CH:14][CH:13]=2)=[C:6]([CH2:8][CH2:9][CH3:10])[N:7]=1. The yield is 0.470. (3) The reactants are [OH:1][C:2]([CH3:8])([CH3:7])[C:3]([O:5][CH3:6])=[O:4].[H-].[Na+].I[CH3:12]. The catalyst is CN(C=O)C.CCOC(C)=O. The product is [CH3:12][O:1][C:2]([CH3:8])([CH3:7])[C:3]([O:5][CH3:6])=[O:4]. The yield is 0.930. (4) The reactants are [Br:1][C:2]1[C:3](F)=[C:4]2[C:10]([NH:11][C:12](=[O:20])[C:13]3[CH:18]=[CH:17][CH:16]=[C:15]([CH3:19])[CH:14]=3)=[CH:9][NH:8][C:5]2=[N:6][CH:7]=1.[NH:22]1[CH2:27][CH2:26][CH2:25][C@@H:24]([NH:28][C:29](=[O:35])[O:30][C:31]([CH3:34])([CH3:33])[CH3:32])[CH2:23]1. The catalyst is CCCCO. The product is [Br:1][C:2]1[C:3]([N:22]2[CH2:27][CH2:26][CH2:25][C@@H:24]([NH:28][C:29](=[O:35])[O:30][C:31]([CH3:33])([CH3:32])[CH3:34])[CH2:23]2)=[C:4]2[C:10]([NH:11][C:12](=[O:20])[C:13]3[CH:18]=[CH:17][CH:16]=[C:15]([CH3:19])[CH:14]=3)=[CH:9][NH:8][C:5]2=[N:6][CH:7]=1. The yield is 0.470.